From a dataset of Catalyst prediction with 721,799 reactions and 888 catalyst types from USPTO. Predict which catalyst facilitates the given reaction. (1) Reactant: [CH2:1]([C:8]1[C:13]([O:14][CH2:15][C:16]2[CH:21]=[CH:20][CH:19]=[CH:18][CH:17]=2)=[CH:12][C:11]([O:22][CH2:23][C:24]2[CH:29]=[CH:28][CH:27]=[CH:26][CH:25]=2)=[CH:10][C:9]=1[OH:30])[C:2]1[CH:7]=[CH:6][CH:5]=[CH:4][CH:3]=1.[CH2:31]([O:38][C:39]1[CH:40]=[C:41]([CH:46]=[CH:47][C:48]=1[O:49][CH2:50][C:51]1[CH:56]=[CH:55][CH:54]=[CH:53][CH:52]=1)/[CH:42]=[CH:43]/[CH2:44]O)[C:32]1[CH:37]=[CH:36][CH:35]=[CH:34][CH:33]=1. Product: [CH2:23]([O:22][C:11]1[CH:12]=[C:13]([O:14][CH2:15][C:16]2[CH:21]=[CH:20][CH:19]=[CH:18][CH:17]=2)[C:8]([CH2:1][C:2]2[CH:3]=[CH:4][CH:5]=[CH:6][CH:7]=2)=[C:9]([OH:30])[C:10]=1[CH2:44]/[CH:43]=[CH:42]/[C:41]1[CH:46]=[CH:47][C:48]([O:49][CH2:50][C:51]2[CH:56]=[CH:55][CH:54]=[CH:53][CH:52]=2)=[C:39]([O:38][CH2:31][C:32]2[CH:33]=[CH:34][CH:35]=[CH:36][CH:37]=2)[CH:40]=1)[C:24]1[CH:25]=[CH:26][CH:27]=[CH:28][CH:29]=1. The catalyst class is: 2. (2) Reactant: [NH2:1][C:2]1[CH:3]=[C:4]([CH:8]=[CH:9][CH:10]=1)[C:5]([NH2:7])=[S:6].Cl[CH:12]([CH3:16])[C:13](=O)[CH3:14]. Product: [CH3:16][C:12]1[N:7]=[C:5]([C:4]2[CH:3]=[C:2]([NH2:1])[CH:10]=[CH:9][CH:8]=2)[S:6][C:13]=1[CH3:14]. The catalyst class is: 351. (3) Reactant: [C:1]1([CH:7]([C:23]2[CH:28]=[CH:27][CH:26]=[CH:25][CH:24]=2)[N:8]2[CH2:13][CH2:12][N:11]([CH2:14][CH:15]3[CH2:17][CH:16]3[C:18]([O:20]CC)=[O:19])[CH2:10][CH2:9]2)[CH:6]=[CH:5][CH:4]=[CH:3][CH:2]=1.O.C1COCC1. Product: [C:23]1([CH:7]([C:1]2[CH:6]=[CH:5][CH:4]=[CH:3][CH:2]=2)[N:8]2[CH2:9][CH2:10][N:11]([CH2:14][CH:15]3[CH2:17][CH:16]3[C:18]([OH:20])=[O:19])[CH2:12][CH2:13]2)[CH:24]=[CH:25][CH:26]=[CH:27][CH:28]=1. The catalyst class is: 5. (4) Reactant: [O:1]=[CH:2][C:3]1[CH:11]=[CH:10][C:8]([OH:9])=[C:5]([O:6][CH3:7])[CH:4]=1.[C:12]1(B(O)O)[CH:17]=[CH:16][CH:15]=[CH:14][CH:13]=1.C(N(CC)CC)C. Product: [CH3:7][O:6][C:5]1[CH:4]=[C:3]([CH:11]=[CH:10][C:8]=1[O:9][C:12]1[CH:17]=[CH:16][CH:15]=[CH:14][CH:13]=1)[CH:2]=[O:1]. The catalyst class is: 302. (5) Reactant: C(O)(C(F)(F)F)=O.C(OC([N:15]1[CH2:20][CH2:19][CH:18]([CH:21]2[CH2:24][O:23][CH2:22]2)[CH2:17][CH2:16]1)=O)(C)(C)C. Product: [O:23]1[CH2:24][CH:21]([CH:18]2[CH2:19][CH2:20][NH:15][CH2:16][CH2:17]2)[CH2:22]1. The catalyst class is: 2.